From a dataset of Catalyst prediction with 721,799 reactions and 888 catalyst types from USPTO. Predict which catalyst facilitates the given reaction. (1) Reactant: [CH:1]1([NH2:7])[CH2:6][CH2:5][CH2:4][CH2:3][CH2:2]1.[C:8]([O:12][C:13](=[O:28])[CH2:14]/[C:15](=[CH:19]\[CH2:20][CH2:21][C:22]1[CH:27]=[CH:26][CH:25]=[CH:24][CH:23]=1)/[C:16]([OH:18])=[O:17])([CH3:11])([CH3:10])[CH3:9]. Product: [CH:1]1([NH2:7])[CH2:6][CH2:5][CH2:4][CH2:3][CH2:2]1.[C:8]([O:12][C:13](=[O:28])[CH2:14][C@@H:15]([CH2:19][CH2:20][CH2:21][C:22]1[CH:23]=[CH:24][CH:25]=[CH:26][CH:27]=1)[C:16]([OH:18])=[O:17])([CH3:11])([CH3:9])[CH3:10]. The catalyst class is: 5. (2) Reactant: Cl[C:2]1[CH:7]=[C:6]([Cl:8])[N:5]=[CH:4][N:3]=1.[Br:9][C:10]1[CH:11]=[C:12]([CH:14]=[CH:15][CH:16]=1)[NH2:13].C(N(CC)C(C)C)(C)C.C(OCC)C. Product: [Cl:8][C:6]1[N:5]=[CH:4][N:3]=[C:2]([NH:13][C:12]2[CH:14]=[CH:15][CH:16]=[C:10]([Br:9])[CH:11]=2)[CH:7]=1. The catalyst class is: 8. (3) Reactant: [OH:1][C:2]1[CH:7]=[CH:6][C:5]([C:8](=[O:28])[CH2:9][NH:10][C:11]([C@@:13]2([CH3:27])[CH2:17][O:16][C:15]([CH3:19])([CH3:18])[N:14]2[C:20]([O:22][C:23]([CH3:26])([CH3:25])[CH3:24])=[O:21])=[O:12])=[CH:4][C:3]=1[C:29]([F:32])([F:31])[F:30].[F:33][C:34]([F:48])([F:47])[C:35]1[CH:40]=[CH:39][C:38]([CH2:41][CH2:42][CH2:43][CH2:44][CH2:45]O)=[CH:37][CH:36]=1. Product: [CH3:18][C:15]1([CH3:19])[N:14]([C:20]([O:22][C:23]([CH3:24])([CH3:25])[CH3:26])=[O:21])[C@@:13]([CH3:27])([C:11](=[O:12])[NH:10][CH2:9][C:8](=[O:28])[C:5]2[CH:6]=[CH:7][C:2]([O:1][CH2:45][CH2:44][CH2:43][CH2:42][CH2:41][C:38]3[CH:37]=[CH:36][C:35]([C:34]([F:33])([F:47])[F:48])=[CH:40][CH:39]=3)=[C:3]([C:29]([F:31])([F:32])[F:30])[CH:4]=2)[CH2:17][O:16]1. The catalyst class is: 47. (4) Reactant: [NH:1]1[CH2:6][CH2:5][S:4][CH2:3][CH2:2]1.[OH-].[Na+].O.Cl[C:11]1[N:16]=[C:15]([NH:17][C:18]2[CH:23]=[CH:22][C:21]([O:24][CH3:25])=[C:20]([Cl:26])[CH:19]=2)[N:14]=[C:13]([NH:27][CH:28]2[CH2:34][CH2:33][CH2:32][CH2:31][CH2:30][CH2:29]2)[N:12]=1. Product: [Cl:26][C:20]1[CH:19]=[C:18]([NH:17][C:15]2[N:14]=[C:13]([NH:27][CH:28]3[CH2:29][CH2:30][CH2:31][CH2:32][CH2:33][CH2:34]3)[N:12]=[C:11]([N:1]3[CH2:6][CH2:5][S:4][CH2:3][CH2:2]3)[N:16]=2)[CH:23]=[CH:22][C:21]=1[O:24][CH3:25]. The catalyst class is: 12.